This data is from Reaction yield outcomes from USPTO patents with 853,638 reactions. The task is: Predict the reaction yield, written as a fraction of the theoretical maximum amount of product (1.0 means a 100% yield; for example, 0.34 means a 34% yield). (1) The reactants are [CH:1]([N:4]1[CH2:9][CH2:8][N:7]([C:10]2[S:11][C:12]3[CH:18]=[C:17]([C:19](O)=[O:20])[CH:16]=[CH:15][C:13]=3[N:14]=2)[CH2:6][CH2:5]1)([CH3:3])[CH3:2].C1C=CC2N(O)N=NC=2C=1.CCN=C=NCCCN(C)C.C(N(CC)CC)C.[NH:50]1[CH2:55][CH2:54][O:53][CH2:52][CH2:51]1. The catalyst is C1COCC1. The product is [CH:1]([N:4]1[CH2:5][CH2:6][N:7]([C:10]2[S:11][C:12]3[CH:18]=[C:17]([C:19]([N:50]4[CH2:55][CH2:54][O:53][CH2:52][CH2:51]4)=[O:20])[CH:16]=[CH:15][C:13]=3[N:14]=2)[CH2:8][CH2:9]1)([CH3:2])[CH3:3]. The yield is 0.280. (2) The product is [I:1][C:2]1[C:10]2[C:5](=[CH:6][CH:7]=[CH:8][CH:9]=2)[N:4]([S:19]([C:16]2[CH:17]=[CH:18][C:13]([CH3:23])=[CH:14][CH:15]=2)(=[O:21])=[O:20])[CH:3]=1. The reactants are [I:1][C:2]1[C:10]2[C:5](=[CH:6][CH:7]=[CH:8][CH:9]=2)[NH:4][CH:3]=1.[OH-].[Na+].[C:13]1([CH3:23])[CH:18]=[CH:17][C:16]([S:19](Cl)(=[O:21])=[O:20])=[CH:15][CH:14]=1. The yield is 0.830. The catalyst is C(Cl)Cl. (3) The reactants are [Cl:1][C:2]1[CH:3]=[C:4]2[C:8](=[CH:9][CH:10]=1)[C@@H:7]([N:11]1[C:19](=[O:20])[C:18]3[C:13](=[CH:14][CH:15]=[CH:16][CH:17]=3)[C:12]1=[O:21])[C@@H:6]([OH:22])[CH2:5]2.O1CCC[CH2:24]1.CI.CC(C)([O-])C.[K+]. No catalyst specified. The product is [Cl:1][C:2]1[CH:3]=[C:4]2[C:8](=[CH:9][CH:10]=1)[C@@H:7]([N:11]1[C:19](=[O:20])[C:18]3[C:13](=[CH:14][CH:15]=[CH:16][CH:17]=3)[C:12]1=[O:21])[C@@H:6]([O:22][CH3:24])[CH2:5]2. The yield is 0.960. (4) The reactants are [CH3:1][CH:2]1[C:10]2[C:5](=[CH:6][CH:7]=[C:8]([CH:11]=[O:12])[CH:9]=2)[C:4](=[O:13])[O:3]1.[CH2:14](O)[CH2:15][OH:16].C1(C)C=CC(S(O)(=O)=O)=CC=1. The catalyst is C1(C)C=CC=CC=1.CCOC(C)=O. The product is [O:12]1[CH2:14][CH2:15][O:16][CH:11]1[C:8]1[CH:9]=[C:10]2[C:5](=[CH:6][CH:7]=1)[C:4](=[O:13])[O:3][CH:2]2[CH3:1]. The yield is 0.900. (5) The reactants are [F:1][C:2]([F:7])([F:6])[C:3]([OH:5])=[O:4].[CH3:8][O:9][C:10]1[CH:11]=[C:12]2[C:16](=[CH:17][C:18]=1[O:19][CH3:20])[N:15]([CH2:21][CH2:22][CH2:23][N:24]1[CH2:29][CH2:28][N:27]([CH2:30][CH2:31][OH:32])[CH2:26][CH2:25]1)[CH:14]=[C:13]2[C:33]1[N:41](S(C2C=CC(C)=CC=2)(=O)=O)[C:36]2=[N:37][CH:38]=[CH:39][CH:40]=[C:35]2[CH:34]=1.[OH-].[K+]. No catalyst specified. The product is [F:1][C:2]([F:7])([F:6])[C:3]([OH:5])=[O:4].[CH3:8][O:9][C:10]1[CH:11]=[C:12]2[C:16](=[CH:17][C:18]=1[O:19][CH3:20])[N:15]([CH2:21][CH2:22][CH2:23][N:24]1[CH2:29][CH2:28][N:27]([CH2:30][CH2:31][OH:32])[CH2:26][CH2:25]1)[CH:14]=[C:13]2[C:33]1[NH:41][C:36]2=[N:37][CH:38]=[CH:39][CH:40]=[C:35]2[CH:34]=1. The yield is 0.900. (6) The reactants are [CH3:1][C:2]1[CH:7]=[CH:6][N:5]=[CH:4][C:3]=1[N:8]1[CH2:12][CH2:11][NH:10][C:9]1=[O:13].C(OC([N:21]1[C:30]2[C:25](=[CH:26][C:27](Br)=[CH:28][CH:29]=2)[CH2:24][CH2:23][C:22]1=[O:32])=O)(C)(C)C.N[C@@H]1CCCC[C@H]1N.C(=O)([O-])[O-].[K+].[K+]. The catalyst is [Cu](I)I.O1CCOCC1. The product is [CH3:1][C:2]1[CH:7]=[CH:6][N:5]=[CH:4][C:3]=1[N:8]1[CH2:12][CH2:11][N:10]([C:27]2[CH:26]=[C:25]3[C:30](=[CH:29][CH:28]=2)[NH:21][C:22](=[O:32])[CH2:23][CH2:24]3)[C:9]1=[O:13]. The yield is 0.315. (7) The reactants are [OH:1][C:2]1[CH:13]=[CH:12][C:5]2[N:6]=[C:7]([C:9]([OH:11])=O)[S:8][C:4]=2[CH:3]=1.C(N(CC)CC)C.O.ON1C2C=CC=CC=2N=N1.Cl.CN(C)CCCN=C=NCC.[NH2:44][CH:45]1[CH2:50][CH2:49][N:48]([C:51]([O:53][C:54]([CH3:57])([CH3:56])[CH3:55])=[O:52])[CH2:47][CH2:46]1. The catalyst is CN(C)C=O. The product is [OH:1][C:2]1[CH:13]=[CH:12][C:5]2[N:6]=[C:7]([C:9]([NH:44][CH:45]3[CH2:46][CH2:47][N:48]([C:51]([O:53][C:54]([CH3:57])([CH3:56])[CH3:55])=[O:52])[CH2:49][CH2:50]3)=[O:11])[S:8][C:4]=2[CH:3]=1. The yield is 0.620.